Dataset: Catalyst prediction with 721,799 reactions and 888 catalyst types from USPTO. Task: Predict which catalyst facilitates the given reaction. (1) Reactant: [S:1]1[C:5]([NH:6][C:7](=[O:13])[O:8][C:9]([CH3:12])([CH3:11])[CH3:10])=[CH:4][N:3]=[CH:2]1.[Br:14]N1C(=O)CCC1=O. Product: [Br:14][C:4]1[N:3]=[CH:2][S:1][C:5]=1[NH:6][C:7](=[O:13])[O:8][C:9]([CH3:10])([CH3:12])[CH3:11]. The catalyst class is: 22. (2) Reactant: [Cl:1][C:2]1[CH:15]=[C:14]([F:16])[C:13]([N:17]2[C:22](=[O:23])[CH:21]=[C:20]([C:24]([F:27])([F:26])[F:25])[N:19]([CH3:28])[C:18]2=[O:29])=[CH:12][C:3]=1[O:4][C:5]1[C:6](=[O:11])[NH:7][CH:8]=[CH:9][CH:10]=1.ClCCCl.[N+](=[CH:36][C:37]([O:39][CH2:40][CH3:41])=[O:38])=[N-]. Product: [Cl:1][C:2]1[CH:15]=[C:14]([F:16])[C:13]([N:17]2[C:22](=[O:23])[CH:21]=[C:20]([C:24]([F:27])([F:26])[F:25])[N:19]([CH3:28])[C:18]2=[O:29])=[CH:12][C:3]=1[O:4][C:5]1[C:6]([O:11][CH2:36][C:37]([O:39][CH2:40][CH3:41])=[O:38])=[N:7][CH:8]=[CH:9][CH:10]=1. The catalyst class is: 195. (3) Reactant: [F:1][C:2]1([F:25])[CH2:7][CH2:6][N:5]([C:8]([C:10]2[N:11]=[C:12]([C:15]([N:17](C(=O)C(O)(C)C)[NH2:18])=[O:16])[S:13][CH:14]=2)=[O:9])[CH2:4][CH2:3]1.Br[C:27]1[CH:32]=[CH:31][C:30]([C:33]([OH:42])([C:38]([F:41])([F:40])[F:39])[C:34]([F:37])([F:36])[F:35])=[CH:29][C:28]=1[CH:43]([F:45])[F:44].CC([O-])=[O:48].[K+].[C:51](O)(=O)[C:52]([CH3:55])(C)[CH3:53].F[B-](F)(F)F.C1([PH+](C2CCCCC2)C2CCCCC2)CCCCC1. Product: [F:44][CH:43]([F:45])[C:28]1[CH:29]=[C:30]([C:33]([OH:42])([C:38]([F:41])([F:40])[F:39])[C:34]([F:37])([F:36])[F:35])[CH:31]=[CH:32][C:27]=1[C:14]1[S:13][C:12]([C:15]2[O:16][C:51]([C:52]([OH:48])([CH3:55])[CH3:53])=[N:18][N:17]=2)=[N:11][C:10]=1[C:8]([N:5]1[CH2:4][CH2:3][C:2]([F:1])([F:25])[CH2:7][CH2:6]1)=[O:9]. The catalyst class is: 318. (4) Reactant: [CH2:1]([O:3][C:4](=[O:24])[N:5]([CH2:17][C:18]1[CH:23]=[CH:22][CH:21]=[CH:20][CH:19]=1)[C:6]1[CH:11]=[C:10]([Br:12])[N:9]=[C:8](Br)[C:7]=1[N+:14]([O-:16])=[O:15])[CH3:2].[NH3:25].C(OCC)(=O)C.O. Product: [CH2:1]([O:3][C:4](=[O:24])[N:5]([C:6]1[CH:11]=[C:10]([Br:12])[N:9]=[C:8]([NH2:25])[C:7]=1[N+:14]([O-:16])=[O:15])[CH2:17][C:18]1[CH:23]=[CH:22][CH:21]=[CH:20][CH:19]=1)[CH3:2]. The catalyst class is: 504. (5) Reactant: [Cl:1][C:2]1[CH:3]=[N:4][C:5](F)=[C:6]([F:8])[CH:7]=1.O.[NH2:11][NH2:12]. Product: [NH:11]([C:5]1[C:6]([F:8])=[CH:7][C:2]([Cl:1])=[CH:3][N:4]=1)[NH2:12]. The catalyst class is: 259. (6) Reactant: C(OC([N:8]([O:30]C(OC(C)(C)C)=O)[CH2:9][CH2:10][C:11]1[CH:16]=[CH:15][C:14]([N:17]2[C:21]3[CH:22]=[C:23]([Cl:27])[C:24]([Cl:26])=[CH:25][C:20]=3[N:19]=[C:18]2[CH2:28][CH3:29])=[CH:13][CH:12]=1)=O)(C)(C)C.Cl.O.C(=O)(O)[O-].[Na+]. Product: [Cl:26][C:24]1[C:23]([Cl:27])=[CH:22][C:21]2[N:17]([C:14]3[CH:13]=[CH:12][C:11]([CH2:10][CH2:9][NH:8][OH:30])=[CH:16][CH:15]=3)[C:18]([CH2:28][CH3:29])=[N:19][C:20]=2[CH:25]=1. The catalyst class is: 13. (7) Product: [CH2:1]([C:3]([C:25]1[CH:30]=[CH:29][C:28]([B:31]2[O:32][C:33]([CH3:39])([CH3:38])[C:34]([CH3:36])([CH3:37])[O:35]2)=[C:27]([CH3:40])[CH:26]=1)([C:6]1[CH:11]=[CH:10][C:9]([CH2:12][CH2:13][C:14]2([O:19][Si:20]([CH3:23])([CH3:22])[CH3:21])[CH2:18][CH2:17][CH2:16][CH2:15]2)=[C:8]([CH3:24])[CH:7]=1)[CH2:4][CH3:5])[CH3:2]. Reactant: [CH2:1]([C:3]([C:25]1[CH:30]=[CH:29][C:28]([B:31]2[O:35][C:34]([CH3:37])([CH3:36])[C:33]([CH3:39])([CH3:38])[O:32]2)=[C:27]([CH3:40])[CH:26]=1)([C:6]1[CH:11]=[CH:10][C:9]([C:12]#[C:13][C:14]2([O:19][Si:20]([CH3:23])([CH3:22])[CH3:21])[CH2:18][CH2:17][CH2:16][CH2:15]2)=[C:8]([CH3:24])[CH:7]=1)[CH2:4][CH3:5])[CH3:2]. The catalyst class is: 586. (8) Reactant: O.[C:2]1([S:8]([OH:11])(=[O:10])=[O:9])[CH:7]=[CH:6][CH:5]=[CH:4][CH:3]=1.[CH3:12][N:13]([CH3:21])[CH2:14][CH:15]=[CH:16][C:17]([NH:19][CH3:20])=[O:18]. Product: [C:2]1([S:8]([O-:11])(=[O:10])=[O:9])[CH:7]=[CH:6][CH:5]=[CH:4][CH:3]=1.[CH3:12][N:13]([CH3:21])[CH2:14][CH:15]=[CH:16][C:17]([NH:19][CH3:20])=[O:18]. The catalyst class is: 6.